Predict the reaction yield, written as a fraction of the theoretical maximum amount of product (1.0 means a 100% yield; for example, 0.34 means a 34% yield). From a dataset of Reaction yield outcomes from USPTO patents with 853,638 reactions. The reactants are [C:1]1([S:7]([C:10]2[CH:15]=[CH:14][C:13]([N:16]3[C:20]4[CH:21]=[CH:22][CH:23]=[CH:24][C:19]=4[N:18]=[CH:17]3)=[CH:12][CH:11]=2)(=[O:9])=[O:8])[CH:6]=[CH:5][CH:4]=[CH:3][CH:2]=1.[F:25][B-:26]([F:29])([F:28])[F:27].[CH3:30][O+](C)C.C(O)C. The catalyst is ClCCl. The product is [F:25][B-:26]([F:29])([F:28])[F:27].[C:1]1([S:7]([C:10]2[CH:11]=[CH:12][C:13]([N+:16]3[C:20]4[CH:21]=[CH:22][CH:23]=[CH:24][C:19]=4[N:18]([CH3:30])[CH:17]=3)=[CH:14][CH:15]=2)(=[O:9])=[O:8])[CH:2]=[CH:3][CH:4]=[CH:5][CH:6]=1. The yield is 0.800.